Predict the reaction yield, written as a fraction of the theoretical maximum amount of product (1.0 means a 100% yield; for example, 0.34 means a 34% yield). From a dataset of Reaction yield outcomes from USPTO patents with 853,638 reactions. (1) The reactants are [C:1](#[N:3])C.[Br:4][C:5]1[CH:16]=[CH:15][C:8]2[NH:9][C:10](=O)[O:11][C:12](=O)[C:7]=2[CH:6]=1.C[NH:18]C(=N)SC.C(=O)([O-])[O-].[Na+].[Na+]. The catalyst is O. The product is [Br:4][C:5]1[CH:6]=[C:7]2[C:8](=[CH:15][CH:16]=1)[NH:9][C:10]([NH:3][CH3:1])=[N:18][C:12]2=[O:11]. The yield is 0.650. (2) The reactants are [CH3:1][N:2]([CH3:7])[C@@H:3]([CH3:6])[CH2:4][OH:5].[Cl:8][C:9]1[CH:10]=[C:11]([NH:24][C:25]2[C:34]3[C:29](=[CH:30][CH:31]=[CH:32][C:33]=3F)[N:28]=[CH:27][N:26]=2)[CH:12]=[CH:13][C:14]=1[O:15][CH2:16][C:17]1[CH:22]=[CH:21][CH:20]=[C:19]([F:23])[CH:18]=1. No catalyst specified. The product is [Cl:8][C:9]1[CH:10]=[C:11]([NH:24][C:25]2[C:34]3[C:29](=[CH:30][CH:31]=[CH:32][C:33]=3[O:5][CH2:4][C@@H:3]([N:2]([CH3:7])[CH3:1])[CH3:6])[N:28]=[CH:27][N:26]=2)[CH:12]=[CH:13][C:14]=1[O:15][CH2:16][C:17]1[CH:22]=[CH:21][CH:20]=[C:19]([F:23])[CH:18]=1. The yield is 0.280. (3) The reactants are N[C:2]1[CH:7]=[CH:6][CH:5]=[CH:4][C:3]=1[S:8]([NH:11][C:12]1[CH:13]=[CH:14][C:15]([O:22][CH3:23])=[C:16]2[C:21]=1[N:20]=[CH:19][CH:18]=[CH:17]2)(=[O:10])=[O:9].C(O)(=O)C.N(OC(C)(C)C)=O. No catalyst specified. The product is [CH3:23][O:22][C:15]1[CH:14]=[C:13]2[C:12](=[C:21]3[C:16]=1[CH:17]=[CH:18][CH:19]=[N:20]3)[NH:11][S:8](=[O:10])(=[O:9])[C:3]1[C:2]2=[CH:7][CH:6]=[CH:5][CH:4]=1. The yield is 0.130. (4) The reactants are [OH:1][C:2]1[C:11]2[C:6](=[CH:7][CH:8]=[CH:9][CH:10]=2)[CH:5]=[CH:4][C:3]=1[C:12]([OH:14])=[O:13].[C:15](OC(O[C:15]([CH3:18])([CH3:17])[CH3:16])N(C)C)([CH3:18])([CH3:17])[CH3:16]. The product is [C:12]([C:3]1[CH:4]=[CH:5][C:6]2[C:11](=[CH:10][CH:9]=[CH:8][CH:7]=2)[C:2]=1[OH:1])([O:14][C:15]([CH3:18])([CH3:17])[CH3:16])=[O:13]. The yield is 0.830. The catalyst is C1(C)C=CC=CC=1.CCOCC.